Dataset: Catalyst prediction with 721,799 reactions and 888 catalyst types from USPTO. Task: Predict which catalyst facilitates the given reaction. (1) Reactant: S(=O)(=O)([OH:3])N.[CH2:6]1[C:14]2[C:9](=[CH:10][CH:11]=[CH:12][CH:13]=2)[CH2:8][CH:7]1[C@H:15]1[NH:20][C:19](=[O:21])[C@@H:18]([CH:22]([CH2:25][CH3:26])[CH2:23][CH3:24])[N:17]([CH2:27][C:28]2[CH:35]=[CH:34][C:33]([S:36]([CH3:39])(=[O:38])=[O:37])=[CH:32][C:29]=2[CH:30]=[O:31])[C:16]1=[O:40].Cl([O-])=O.[Na+]. Product: [CH2:6]1[C:14]2[C:9](=[CH:10][CH:11]=[CH:12][CH:13]=2)[CH2:8][CH:7]1[C@H:15]1[NH:20][C:19](=[O:21])[C@@H:18]([CH:22]([CH2:23][CH3:24])[CH2:25][CH3:26])[N:17]([CH2:27][C:28]2[CH:35]=[CH:34][C:33]([S:36]([CH3:39])(=[O:37])=[O:38])=[CH:32][C:29]=2[C:30]([OH:3])=[O:31])[C:16]1=[O:40]. The catalyst class is: 192. (2) Reactant: [H-].[Na+].[C:3]([O:7][C:8]([N:10]1[C:18]2[C:13](=[CH:14][C:15]([NH:19][C:20](=[O:27])[C:21]3[CH:26]=[CH:25][CH:24]=[CH:23][CH:22]=3)=[CH:16][CH:17]=2)[CH2:12][CH2:11]1)=[O:9])([CH3:6])([CH3:5])[CH3:4].[CH3:28]I. Product: [C:3]([O:7][C:8]([N:10]1[C:18]2[C:13](=[CH:14][C:15]([N:19]([C:20](=[O:27])[C:21]3[CH:22]=[CH:23][CH:24]=[CH:25][CH:26]=3)[CH3:28])=[CH:16][CH:17]=2)[CH2:12][CH2:11]1)=[O:9])([CH3:6])([CH3:4])[CH3:5]. The catalyst class is: 634. (3) Reactant: [CH2:1]1[C@H:5]2[CH2:6][CH2:7][CH2:8][C@H:4]2[CH2:3][NH:2]1.[ClH:9]. Product: [ClH:9].[CH2:1]1[C@H:5]2[CH2:6][CH2:7][CH2:8][C@H:4]2[CH2:3][NH:2]1. The catalyst class is: 8. (4) Reactant: [O:1]([CH2:9][C@H:10]1[C@H:18]2[N:13]([C:14]3[CH:22]=[CH:21][C:20]([N:23]4[CH2:28][CH2:27][O:26][CH2:25][C:24]4=[O:29])=[CH:19][C:15]=3[O:16][CH2:17]2)[C:12](=[O:30])[O:11]1)[Si](C(C)(C)C)(C)C.[F-].C([N+](CCCC)(CCCC)CCCC)CCC.C(Cl)Cl.CO. Product: [OH:1][CH2:9][C@H:10]1[C@H:18]2[N:13]([C:14]3[CH:22]=[CH:21][C:20]([N:23]4[CH2:28][CH2:27][O:26][CH2:25][C:24]4=[O:29])=[CH:19][C:15]=3[O:16][CH2:17]2)[C:12](=[O:30])[O:11]1. The catalyst class is: 1. (5) Reactant: [CH:1]1([NH:4][C:5]([C:7]2[CH:8]=[CH:9][C:10]([CH3:26])=[C:11]([NH:13][C:14](=[O:25])[C:15]3[CH:20]=[C:19](F)[CH:18]=[CH:17][C:16]=3[N+:22]([O-:24])=[O:23])[CH:12]=2)=[O:6])[CH2:3][CH2:2]1.C(OC([N:34]1[CH2:38][CH2:37][CH2:36][C@H:35]1[CH2:39][OH:40])=O)(C)(C)C.[H-].[Na+].[Cl-:43].[NH4+]. Product: [ClH:43].[CH:1]1([NH:4][C:5]([C:7]2[CH:8]=[CH:9][C:10]([CH3:26])=[C:11]([NH:13][C:14](=[O:25])[C:15]3[CH:20]=[C:19]([O:40][CH2:39][C@@H:35]4[CH2:36][CH2:37][CH2:38][NH:34]4)[CH:18]=[CH:17][C:16]=3[N+:22]([O-:24])=[O:23])[CH:12]=2)=[O:6])[CH2:3][CH2:2]1. The catalyst class is: 3.